This data is from Full USPTO retrosynthesis dataset with 1.9M reactions from patents (1976-2016). The task is: Predict the reactants needed to synthesize the given product. (1) The reactants are: [F:1][C:2]1[CH:3]=[C:4]([CH:35]=[CH:36][C:37]=1[F:38])[O:5][CH2:6][CH2:7][N:8]1[CH2:13][CH2:12][C:11]([CH2:19][CH2:20][CH2:21][C:22]2[C:31]3[C:26](=[CH:27][CH:28]=[C:29]([O:32][CH3:33])[CH:30]=3)[N:25]=[CH:24][C:23]=2[F:34])([C:14]([O:16]CC)=[O:15])[CH2:10][CH2:9]1.[OH-].[Na+]. Given the product [F:1][C:2]1[CH:3]=[C:4]([CH:35]=[CH:36][C:37]=1[F:38])[O:5][CH2:6][CH2:7][N:8]1[CH2:9][CH2:10][C:11]([CH2:19][CH2:20][CH2:21][C:22]2[C:31]3[C:26](=[CH:27][CH:28]=[C:29]([O:32][CH3:33])[CH:30]=3)[N:25]=[CH:24][C:23]=2[F:34])([C:14]([OH:16])=[O:15])[CH2:12][CH2:13]1, predict the reactants needed to synthesize it. (2) Given the product [Cl:1][C:2]1[CH:9]=[CH:8][C:5]([C:6]#[N:7])=[C:4]([C:10]2[C:15]([O:16][CH3:17])=[CH:14][N:13]([CH:20]([CH2:24][CH3:25])[C:21]([OH:23])=[O:22])[C:12](=[O:18])[CH:11]=2)[CH:3]=1, predict the reactants needed to synthesize it. The reactants are: [Cl:1][C:2]1[CH:9]=[CH:8][C:5]([C:6]#[N:7])=[C:4]([C:10]2[C:15]([O:16][CH3:17])=[CH:14][NH:13][C:12](=[O:18])[CH:11]=2)[CH:3]=1.Br[CH:20]([CH2:24][CH3:25])[C:21]([OH:23])=[O:22]. (3) Given the product [CH3:33][N:30]1[CH:31]=[CH:32][C:28]([NH:27][C:21]([C:12]2[CH:11]=[C:10]([O:9][C:8]3[CH:24]=[CH:25][C:5]([C:3](=[O:4])[N:2]([CH3:1])[CH3:26])=[CH:6][CH:7]=3)[C:15]3[CH2:16][C:17]([CH3:19])([CH3:20])[O:18][C:14]=3[CH:13]=2)=[O:23])=[N:29]1, predict the reactants needed to synthesize it. The reactants are: [CH3:1][N:2]([CH3:26])[C:3]([C:5]1[CH:25]=[CH:24][C:8]([O:9][C:10]2[C:15]3[CH2:16][C:17]([CH3:20])([CH3:19])[O:18][C:14]=3[CH:13]=[C:12]([C:21]([OH:23])=O)[CH:11]=2)=[CH:7][CH:6]=1)=[O:4].[NH2:27][C:28]1[CH:32]=[CH:31][N:30]([CH3:33])[N:29]=1.C(N(CC)CC)C.CN(C(ON1N=NC2C=CC=NC1=2)=[N+](C)C)C.F[P-](F)(F)(F)(F)F.